This data is from Reaction yield outcomes from USPTO patents with 853,638 reactions. The task is: Predict the reaction yield, written as a fraction of the theoretical maximum amount of product (1.0 means a 100% yield; for example, 0.34 means a 34% yield). The reactants are [C:1]([NH:4][C:5]1[CH:14]=[C:13]([N+:15]([O-])=O)[CH:12]=[CH:11][C:6]=1[C:7]([O:9][CH3:10])=[O:8])(=[O:3])[CH3:2]. The catalyst is CO.[Pd]. The product is [C:1]([NH:4][C:5]1[CH:14]=[C:13]([NH2:15])[CH:12]=[CH:11][C:6]=1[C:7]([O:9][CH3:10])=[O:8])(=[O:3])[CH3:2]. The yield is 0.900.